Dataset: Forward reaction prediction with 1.9M reactions from USPTO patents (1976-2016). Task: Predict the product of the given reaction. (1) Given the reactants Cl[C:2]1[CH:7]=[N:6][CH:5]=[C:4]([C:8]2[CH:13]=[CH:12][C:11]([C:14]([F:17])([F:16])[F:15])=[CH:10][CH:9]=2)[N:3]=1.[CH2:18]([NH:22][CH2:23][C:24]1[CH:36]=[CH:35][C:27]([O:28][CH2:29][C:30]([O:32][CH2:33][CH3:34])=[O:31])=[C:26]([CH2:37][CH3:38])[CH:25]=1)[CH2:19][CH2:20][CH3:21].C(N(CC)C(C)C)(C)C, predict the reaction product. The product is: [CH2:18]([N:22]([CH2:23][C:24]1[CH:36]=[CH:35][C:27]([O:28][CH2:29][C:30]([O:32][CH2:33][CH3:34])=[O:31])=[C:26]([CH2:37][CH3:38])[CH:25]=1)[C:2]1[CH:7]=[N:6][CH:5]=[C:4]([C:8]2[CH:13]=[CH:12][C:11]([C:14]([F:17])([F:16])[F:15])=[CH:10][CH:9]=2)[N:3]=1)[CH2:19][CH2:20][CH3:21]. (2) Given the reactants [Cl:1][C:2]1[CH:3]=[C:4]2[C:9](=[CH:10][C:11]=1[C:12]([OH:14])=O)[N:8]=[CH:7][N:6]=[C:5]2[NH:15][CH:16]([C:18]1[NH:22][C:21]2[CH:23]=[CH:24][C:25]([Cl:27])=[CH:26][C:20]=2[N:19]=1)[CH3:17].FC1C(OC(N(C)C)=[N+](C)C)=C(F)C(F)=C(F)C=1F.F[P-](F)(F)(F)(F)F.C(N(C(C)C)CC)(C)C.[CH3:63][N:64]([CH2:72][C:73]1[CH:78]=[CH:77][CH:76]=[CH:75][N:74]=1)[CH2:65][CH:66]1[CH2:71][CH2:70][CH2:69][CH2:68][NH:67]1, predict the reaction product. The product is: [Cl:1][C:2]1[CH:3]=[C:4]2[C:9](=[CH:10][C:11]=1[C:12]([N:74]1[CH2:75][CH2:76][CH2:77][CH2:78][CH:73]1[CH2:72][N:64]([CH3:63])[CH2:65][C:66]1[CH:71]=[CH:70][CH:69]=[CH:68][N:67]=1)=[O:14])[N:8]=[CH:7][N:6]=[C:5]2[NH:15][CH:16]([C:18]1[NH:22][C:21]2[CH:23]=[CH:24][C:25]([Cl:27])=[CH:26][C:20]=2[N:19]=1)[CH3:17]. (3) Given the reactants [CH:1]1([C:4](=[O:10])[CH2:5][C:6]([O:8]C)=[O:7])[CH2:3][CH2:2]1.C[O-].[Na+].O[N:15]=[C:16](Cl)[C@@H:17]1[CH2:19][C@H:18]1[C:20]1[CH:25]=[CH:24][CH:23]=[CH:22][CH:21]=1, predict the reaction product. The product is: [CH:1]1([C:4]2[O:10][N:15]=[C:16]([CH:17]3[CH2:19][CH:18]3[C:20]3[CH:25]=[CH:24][CH:23]=[CH:22][CH:21]=3)[C:5]=2[C:6]([OH:8])=[O:7])[CH2:3][CH2:2]1. (4) Given the reactants [Cl:1][C:2]1[CH:7]=[CH:6][C:5]([C:8]2[N:9]=[C:10]([C:24]([O:26][C:27]([CH3:30])([CH3:29])[CH3:28])=[O:25])[C:11]([C:21]([OH:23])=O)=[N:12][C:13]=2[C:14]2[CH:19]=[CH:18][C:17]([Cl:20])=[CH:16][CH:15]=2)=[CH:4][CH:3]=1.C1([NH:37][CH2:38][CH2:39][OH:40])C=CC=CC=1.C(N(CC)CC)C.C1CN([P+](ON2N=N[C:67]3[CH:68]=[CH:69][CH:70]=[CH:71][C:66]2=3)(N2CCCC2)N2CCCC2)CC1.F[P-](F)(F)(F)(F)F, predict the reaction product. The product is: [C:27]([O:26][C:24]([C:10]1[C:11]([C:21](=[O:23])[NH:37][CH:38]([C:66]2[CH:67]=[CH:68][CH:69]=[CH:70][CH:71]=2)[CH2:39][OH:40])=[N:12][C:13]([C:14]2[CH:15]=[CH:16][C:17]([Cl:20])=[CH:18][CH:19]=2)=[C:8]([C:5]2[CH:4]=[CH:3][C:2]([Cl:1])=[CH:7][CH:6]=2)[N:9]=1)=[O:25])([CH3:28])([CH3:29])[CH3:30].